The task is: Predict the product of the given reaction.. This data is from Forward reaction prediction with 1.9M reactions from USPTO patents (1976-2016). (1) Given the reactants [F:1][C:2]1[C:7]2[CH2:8][CH2:9][C:10]3[CH:15]=[CH:14][N:13]=[CH:12][C:11]=3[C:16](=[N:17]O)[C:6]=2[CH:5]=[CH:4][CH:3]=1.CCOCC.[OH-].[Na+], predict the reaction product. The product is: [F:1][C:2]1[C:7]2[CH2:8][CH2:9][C:10]3[CH:15]=[CH:14][N:13]=[CH:12][C:11]=3[CH:16]([NH2:17])[C:6]=2[CH:5]=[CH:4][CH:3]=1. (2) Given the reactants [CH:1]1([C:7]([OH:9])=O)[CH2:6][CH2:5][CH2:4][CH2:3][CH2:2]1.[CH2:10]([N:13]1[C:17]([NH2:18])=[N:16][N:15]=[N:14]1)[CH2:11][CH3:12], predict the reaction product. The product is: [CH2:10]([N:13]1[C:17]([NH:18][C:7]([CH:1]2[CH2:2][CH2:3][CH2:4][CH2:5][CH2:6]2)=[O:9])=[N:16][N:15]=[N:14]1)[CH2:11][CH3:12].